Dataset: Reaction yield outcomes from USPTO patents with 853,638 reactions. Task: Predict the reaction yield, written as a fraction of the theoretical maximum amount of product (1.0 means a 100% yield; for example, 0.34 means a 34% yield). (1) The reactants are FC(F)(F)S(O[C:7]1[CH:12]=[CH:11][C:10]([C:13]([CH3:22])([CH3:21])[C:14]([NH:16][CH2:17][CH:18]([CH3:20])[CH3:19])=[O:15])=[CH:9][C:8]=1[CH3:23])(=O)=O.[C:26]1(B(O)O)[CH:31]=[CH:30][CH:29]=[CH:28][CH:27]=1. No catalyst specified. The product is [CH2:17]([NH:16][C:14](=[O:15])[C:13]([CH3:22])([C:10]1[CH:11]=[CH:12][C:7]([C:26]2[CH:31]=[CH:30][CH:29]=[CH:28][CH:27]=2)=[C:8]([CH3:23])[CH:9]=1)[CH3:21])[CH:18]([CH3:20])[CH3:19]. The yield is 0.750. (2) The reactants are [CH3:1][O:2][C:3]1[CH:35]=[C:34]([O:36][CH3:37])[CH:33]=[CH:32][C:4]=1[CH2:5][N:6]1[C:11]([C:12]2[CH:20]=[CH:19][C:18]3[N:17]4[CH2:21][CH2:22][CH:23]([OH:24])[C:16]4=[CH:15][C:14]=3[CH:13]=2)=[C:10]([CH2:25][CH3:26])[CH:9]=[C:8]([C:27]([O:29][CH3:30])=[O:28])[C:7]1=[O:31]. The catalyst is C(Cl)Cl.O=[Mn]=O. The product is [CH3:1][O:2][C:3]1[CH:35]=[C:34]([O:36][CH3:37])[CH:33]=[CH:32][C:4]=1[CH2:5][N:6]1[C:11]([C:12]2[CH:20]=[CH:19][C:18]3[N:17]4[CH2:21][CH2:22][C:23](=[O:24])[C:16]4=[CH:15][C:14]=3[CH:13]=2)=[C:10]([CH2:25][CH3:26])[CH:9]=[C:8]([C:27]([O:29][CH3:30])=[O:28])[C:7]1=[O:31]. The yield is 0.850.